Dataset: Reaction yield outcomes from USPTO patents with 853,638 reactions. Task: Predict the reaction yield, written as a fraction of the theoretical maximum amount of product (1.0 means a 100% yield; for example, 0.34 means a 34% yield). The product is [Br:1][C:2]1[CH:3]=[C:4]([N:9]([CH2:14][CH2:15][CH3:16])[CH2:10][C:11]([NH2:22])=[O:12])[S:5][C:6]=1[C:7]#[N:8]. The yield is 0.800. The reactants are [Br:1][C:2]1[CH:3]=[C:4]([N:9]([CH2:14][CH2:15][CH3:16])[CH2:10][C:11](O)=[O:12])[S:5][C:6]=1[C:7]#[N:8].S(Cl)(Cl)=O.O.[NH3:22].O. The catalyst is C1(C)C=CC=CC=1.